From a dataset of Reaction yield outcomes from USPTO patents with 853,638 reactions. Predict the reaction yield, written as a fraction of the theoretical maximum amount of product (1.0 means a 100% yield; for example, 0.34 means a 34% yield). (1) The product is [CH3:8][C:7]1[C:2]([C:12]2[CH:17]=[CH:16][CH:15]=[CH:14][CH:13]=2)=[N:3][CH:4]=[C:5]([N+:9]([O-:11])=[O:10])[CH:6]=1. The catalyst is O1CCOCC1.O. The reactants are Br[C:2]1[C:7]([CH3:8])=[CH:6][C:5]([N+:9]([O-:11])=[O:10])=[CH:4][N:3]=1.[C:12]1(B(O)O)[CH:17]=[CH:16][CH:15]=[CH:14][CH:13]=1.C(Cl)Cl.C([O-])([O-])=O.[Cs+].[Cs+]. The yield is 0.970. (2) The reactants are [CH3:1][O:2][C:3]1[CH:8]=[CH:7][C:6]([CH2:9][C:10]([O:12][CH3:13])=[O:11])=[CH:5][CH:4]=1.CO[CH:16](OC)[N:17]([CH3:19])[CH3:18]. No catalyst specified. The product is [CH3:16][N:17]([CH3:19])[CH:18]=[C:9]([C:6]1[CH:5]=[CH:4][C:3]([O:2][CH3:1])=[CH:8][CH:7]=1)[C:10]([O:12][CH3:13])=[O:11]. The yield is 0.0691. (3) The reactants are Br[C:2]1[CH:3]=[C:4]([C:8]([O:10]C)=[O:9])[O:5][C:6]=1[CH3:7].[CH3:12][N:13]1[C:17](B2OC(C)(C)C(C)(C)O2)=[CH:16][CH:15]=[N:14]1.C(=O)([O-])[O-].[K+].[K+].[OH-].[Na+]. The catalyst is O1CCOCC1.O.CC(C)([P](C(C)(C)C)([Pd][P](C(C)(C)C)(C(C)(C)C)C(C)(C)C)C(C)(C)C)C. The product is [CH3:7][C:6]1[O:5][C:4]([C:8]([OH:10])=[O:9])=[CH:3][C:2]=1[C:17]1[N:13]([CH3:12])[N:14]=[CH:15][CH:16]=1. The yield is 0.850. (4) The reactants are [C:1]1([N:7]2[CH:11]=[C:10]([CH2:12][OH:13])[N:9]=[C:8]2[S:14][C:15]2[CH:20]=[CH:19][CH:18]=[CH:17][CH:16]=2)[CH:6]=[CH:5][CH:4]=[CH:3][CH:2]=1.C[N+]1([O-])CCOCC1. The catalyst is C(#N)C.[Ru]([O-])(=O)(=O)=O.C([N+](CCC)(CCC)CCC)CC. The product is [C:1]1([N:7]2[CH:11]=[C:10]([CH:12]=[O:13])[N:9]=[C:8]2[S:14][C:15]2[CH:16]=[CH:17][CH:18]=[CH:19][CH:20]=2)[CH:2]=[CH:3][CH:4]=[CH:5][CH:6]=1. The yield is 0.540. (5) The reactants are [CH:1]([O:4][C:5]1[CH:6]=[C:7]([CH:19]=[C:20]([C:22](=[O:29])[NH:23][C:24]2[S:25][CH:26]=[CH:27][N:28]=2)[CH:21]=1)[O:8][C:9]1[CH:14]=[CH:13][C:12]([P:15](=[O:18])([OH:17])[OH:16])=[CH:11][CH:10]=1)([CH3:3])[CH3:2].CCN(C(C)C)C(C)C.[C:39]([O:45][CH:46](I)[CH3:47])(=[O:44])[C:40]([CH3:43])([CH3:42])[CH3:41]. The catalyst is C(#N)C.C(Cl)Cl. The product is [OH:18][P:15]([C:12]1[CH:13]=[CH:14][C:9]([O:8][C:7]2[CH:19]=[C:20]([C:22](=[O:29])[NH:23][C:24]3[S:25][CH:26]=[CH:27][N:28]=3)[CH:21]=[C:5]([O:4][CH:1]([CH3:3])[CH3:2])[CH:6]=2)=[CH:10][CH:11]=1)([O:17][CH:46]([O:45][C:39](=[O:44])[C:40]([CH3:43])([CH3:42])[CH3:41])[CH3:47])=[O:16]. The yield is 0.100. (6) The reactants are Cl[C:2]1[N:7]=[CH:6][NH:5][C:4]2=[N:8][CH:9]=[CH:10][C:3]=12.CCN(C(C)C)C(C)C.[NH2:20][C@@H:21]1[C:29]2[C:24](=[CH:25][CH:26]=[CH:27][CH:28]=2)[CH2:23][CH2:22]1. The catalyst is C(O)CCC. The product is [C@@H:21]1([NH:20][C:2]2[C:3]3[CH:10]=[CH:9][NH:8][C:4]=3[N:5]=[CH:6][N:7]=2)[C:29]2[C:24](=[CH:25][CH:26]=[CH:27][CH:28]=2)[CH2:23][CH2:22]1. The yield is 0.800. (7) The reactants are C[O:2][C:3](=O)[C:4]1[CH:9]=[CH:8][C:7]([CH2:10][O:11][CH2:12][CH2:13][O:14][Si:15]([C:18]([CH3:21])([CH3:20])[CH3:19])([CH3:17])[CH3:16])=[CH:6][CH:5]=1.[H-].[H-].[H-].[H-].[Li+].[Al+3]. The catalyst is C1COCC1.O. The product is [Si:15]([O:14][CH2:13][CH2:12][O:11][CH2:10][C:7]1[CH:8]=[CH:9][C:4]([CH2:3][OH:2])=[CH:5][CH:6]=1)([C:18]([CH3:21])([CH3:20])[CH3:19])([CH3:17])[CH3:16]. The yield is 0.910.